From a dataset of Forward reaction prediction with 1.9M reactions from USPTO patents (1976-2016). Predict the product of the given reaction. (1) Given the reactants [Cl:1][C:2]1[N:3]=[C:4]([N:18]2[CH2:23][CH2:22][O:21][CH2:20][CH2:19]2)[C:5]2[S:10][C:9]([CH:11](OS(C)(=O)=O)[CH3:12])=[CH:8][C:6]=2[N:7]=1.Cl.[CH3:25][S:26]([N:29]1[CH2:34][CH2:33][NH:32][CH2:31][CH2:30]1)(=[O:28])=[O:27].C(=O)([O-])[O-].[K+].[K+].ClCCl, predict the reaction product. The product is: [Cl:1][C:2]1[N:3]=[C:4]([N:18]2[CH2:19][CH2:20][O:21][CH2:22][CH2:23]2)[C:5]2[S:10][C:9]([CH:11]([N:32]3[CH2:33][CH2:34][N:29]([S:26]([CH3:25])(=[O:28])=[O:27])[CH2:30][CH2:31]3)[CH3:12])=[CH:8][C:6]=2[N:7]=1. (2) The product is: [ClH:36].[OH:1][C:2]1([C@@H:17]2[CH2:22][CH2:21][CH2:20][CH2:19][NH:18]2)[CH2:5][N:4]([C:6]([C:8]2[CH:13]=[CH:12][C:11]([F:14])=[C:10]([F:15])[C:9]=2[F:16])=[O:7])[CH2:3]1. Given the reactants [OH:1][C:2]1([C@@H:17]2[CH2:22][CH2:21][CH2:20][CH2:19][N:18]2[C@@H](C2C=CC=CC=2)CO)[CH2:5][N:4]([C:6]([C:8]2[CH:13]=[CH:12][C:11]([F:14])=[C:10]([F:15])[C:9]=2[F:16])=[O:7])[CH2:3]1.C(O)(=O)C.[ClH:36], predict the reaction product. (3) Given the reactants [Cl:1][C:2]1[CH:3]=[C:4](/[CH:9]=[CH:10]/[C:11]([N:13]2[CH2:19][CH2:18][C:17](=[O:20])[NH:16][CH2:15][CH2:14]2)=[O:12])[CH:5]=[CH:6][C:7]=1[Cl:8].Br[CH2:22][CH2:23][CH:24]1[CH2:26][O:25]1, predict the reaction product. The product is: [Cl:1][C:2]1[CH:3]=[C:4](/[CH:9]=[CH:10]/[C:11]([N:13]2[CH2:19][CH2:18][C:17](=[O:20])[N:16]([CH2:22][CH2:23][CH:24]3[CH2:26][O:25]3)[CH2:15][CH2:14]2)=[O:12])[CH:5]=[CH:6][C:7]=1[Cl:8]. (4) Given the reactants [CH3:1][O:2][C:3]1[C:7]([C:8]([O:10][CH2:11][CH3:12])=[O:9])=[CH:6][NH:5][N:4]=1.N1CCC[C@H]1C(O)=O.Cl[C:22]1[CH:27]=[N:26][C:25]([C:28]([F:31])([F:30])[F:29])=[CH:24][N:23]=1.C(=O)([O-])[O-].[K+].[K+], predict the reaction product. The product is: [CH3:1][O:2][C:3]1[C:7]([C:8]([O:10][CH2:11][CH3:12])=[O:9])=[CH:6][N:5]([C:22]2[CH:27]=[N:26][C:25]([C:28]([F:31])([F:30])[F:29])=[CH:24][N:23]=2)[N:4]=1.